This data is from Full USPTO retrosynthesis dataset with 1.9M reactions from patents (1976-2016). The task is: Predict the reactants needed to synthesize the given product. (1) Given the product [CH2:1]([C:5]1[C:9]([CH2:10][NH2:11])=[C:8]([CH3:22])[O:7][N:6]=1)[CH2:2][CH2:3][CH3:4], predict the reactants needed to synthesize it. The reactants are: [CH2:1]([C:5]1[C:9]([CH2:10][N:11]2C(=O)C3C(=CC=CC=3)C2=O)=[C:8]([CH3:22])[O:7][N:6]=1)[CH2:2][CH2:3][CH3:4].O.NN. (2) Given the product [Br:27][C:23]1[S:24][CH:25]=[C:21]([C:18]2[N:16]3[N:17]=[C:12]([N:6]4[CH2:11][CH2:10][CH2:9][CH2:8][CH2:7]4)[CH:13]=[CH:14][C:15]3=[N:20][N:19]=2)[N:22]=1, predict the reactants needed to synthesize it. The reactants are: S(=O)(=O)(O)O.[N:6]1([C:12]2[CH:13]=[CH:14][C:15]3[N:16]([C:18]([C:21]4[N:22]=[C:23](N)[S:24][CH:25]=4)=[N:19][N:20]=3)[N:17]=2)[CH2:11][CH2:10][CH2:9][CH2:8][CH2:7]1.[Br-:27].[Na+].N([O-])=O.[Na+]. (3) Given the product [CH2:26]([C:2]1[S:1][CH:5]=[CH:4][CH:3]=1)[CH2:25][CH2:24][CH2:23][CH2:22][CH2:21][CH2:20][CH2:19][CH2:18][CH2:17][CH2:16][CH2:15][CH2:14][CH2:13][CH2:12][CH3:11], predict the reactants needed to synthesize it. The reactants are: [S:1]1[CH:5]=[CH:4][CH:3]=[CH:2]1.C([Li])CCC.[CH2:11](Br)[CH2:12][CH2:13][CH2:14][CH2:15][CH2:16][CH2:17][CH2:18][CH2:19][CH2:20][CH2:21][CH2:22][CH2:23][CH2:24][CH2:25][CH3:26].O. (4) The reactants are: C([O:9][C@H:10]1[C@@H:15]([O:16]C(=O)C2C=CC=CC=2)[C@H:14]([O:25]C(=O)C2C=CC=CC=2)[C@@H:13]([CH2:34][O:35]C(=O)C2C=CC=CC=2)[O:12][C@@H:11]1[O:44][C@H:45]1[C@H:50]([O:51][CH2:52][C:53]2[CH:58]=[CH:57][CH:56]=[CH:55][CH:54]=2)[C@@H:49]([CH2:59][O:60][C@H:61]2[O:93][C@H:92]([CH2:94][O:95]C(=O)C3C=CC=CC=3)[C@@H:82]([O:83]C(=O)C3C=CC=CC=3)[C@H:72]([O:73]C(=O)C3C=CC=CC=3)[C@@H:62]2[O:63]C(=O)C2C=CC=CC=2)[O:48][C@@H:47]([O:104][CH2:105][CH2:106][NH:107][C:108](=[O:117])[O:109][CH2:110][C:111]2[CH:116]=[CH:115][CH:114]=[CH:113][CH:112]=2)[C@@H:46]1[O:118]C(=O)C1C=CC=CC=1)(=O)C1C=CC=CC=1.O(C)[Na]. Given the product [C@H:11]1([O:44][C@H:45]2[C@H:50]([O:51][CH2:52][C:53]3[CH:54]=[CH:55][CH:56]=[CH:57][CH:58]=3)[C@@H:49]([CH2:59][O:60][C@H:61]3[O:93][C@H:92]([CH2:94][OH:95])[C@@H:82]([OH:83])[C@H:72]([OH:73])[C@@H:62]3[OH:63])[O:48][C@@H:47]([O:104][CH2:105][CH2:106][NH:107][C:108](=[O:117])[O:109][CH2:110][C:111]3[CH:112]=[CH:113][CH:114]=[CH:115][CH:116]=3)[C@@H:46]2[OH:118])[O:12][C@H:13]([CH2:34][OH:35])[C@@H:14]([OH:25])[C@H:15]([OH:16])[C@@H:10]1[OH:9], predict the reactants needed to synthesize it.